Dataset: Full USPTO retrosynthesis dataset with 1.9M reactions from patents (1976-2016). Task: Predict the reactants needed to synthesize the given product. (1) Given the product [O:35]1[CH2:36][CH:37]=[C:38]([C:2]2[C:3]([NH:14][C:15]3[C:24]4[C:19](=[CH:20][C:21]([F:26])=[CH:22][C:23]=4[F:25])[N:18]=[C:17]([C:27]4[CH:32]=[C:31]([CH3:33])[CH:30]=[CH:29][N:28]=4)[C:16]=3[CH3:34])=[CH:4][C:5]([N:8]3[CH2:13][CH2:12][O:11][CH2:10][CH2:9]3)=[N:6][CH:7]=2)[CH2:39][CH2:40]1, predict the reactants needed to synthesize it. The reactants are: Br[C:2]1[C:3]([NH:14][C:15]2[C:24]3[C:19](=[CH:20][C:21]([F:26])=[CH:22][C:23]=3[F:25])[N:18]=[C:17]([C:27]3[CH:32]=[C:31]([CH3:33])[CH:30]=[CH:29][N:28]=3)[C:16]=2[CH3:34])=[CH:4][C:5]([N:8]2[CH2:13][CH2:12][O:11][CH2:10][CH2:9]2)=[N:6][CH:7]=1.[O:35]1[CH2:40][CH:39]=[C:38](B2OC(C)(C)C(C)(C)O2)[CH2:37][CH2:36]1.C1(P(C2CCCCC2)C2CCCCC2)CCCCC1.[O-]P([O-])([O-])=O.[K+].[K+].[K+]. (2) Given the product [N:8]12[CH2:9][CH2:10][CH:5]([CH2:6][CH2:7]1)[CH2:4][CH:3]2[C:1]#[N:2], predict the reactants needed to synthesize it. The reactants are: [C:1]([CH:3](OS(C)(=O)=O)[CH2:4][CH:5]1[CH2:10][CH2:9][N:8](C(OC(C)(C)C)=O)[CH2:7][CH2:6]1)#[N:2].FC(F)(F)C(O)=O. (3) Given the product [Br:1][C:2]1[C:7]([O:8][CH2:9][C:10]([NH:30][CH2:31][CH2:32][CH3:33])=[O:12])=[C:6]([O:13][CH3:14])[C:5]([O:15][CH:16]([F:18])[F:17])=[CH:4][CH:3]=1, predict the reactants needed to synthesize it. The reactants are: [Br:1][C:2]1[C:7]([O:8][CH2:9][C:10]([OH:12])=O)=[C:6]([O:13][CH3:14])[C:5]([O:15][CH:16]([F:18])[F:17])=[CH:4][CH:3]=1.C(N(CC)CC)C.CCN=C=[N:30][CH2:31][CH2:32][CH2:33]N(C)C.Cl.C1C=CC2N(O)N=NC=2C=1.C(N)CC.